From a dataset of Reaction yield outcomes from USPTO patents with 853,638 reactions. Predict the reaction yield, written as a fraction of the theoretical maximum amount of product (1.0 means a 100% yield; for example, 0.34 means a 34% yield). (1) The reactants are [Cl:1][C:2]1[CH:3]=[C:4]([N:11]2[C:20]3[C:15](=[CH:16][C:17]([S:21](OC4C(F)=C(F)C(F)=C(F)C=4F)(=[O:23])=[O:22])=[CH:18][CH:19]=3)[CH:14]=[CH:13][C:12]2=[O:36])[C:5]([O:9][CH3:10])=[N:6][C:7]=1[Cl:8].[NH2:37][C:38]1[CH:42]=[CH:41][O:40][N:39]=1.C[Si]([N-][Si](C)(C)C)(C)C.[Li+].Cl. The catalyst is CCCCCCC.CCOC(C)=O.C1COCC1. The product is [Cl:1][C:2]1[CH:3]=[C:4]([N:11]2[C:20]3[C:15](=[CH:16][C:17]([S:21]([NH:37][C:38]4[CH:42]=[CH:41][O:40][N:39]=4)(=[O:22])=[O:23])=[CH:18][CH:19]=3)[CH:14]=[CH:13][C:12]2=[O:36])[C:5]([O:9][CH3:10])=[N:6][C:7]=1[Cl:8]. The yield is 0.800. (2) The reactants are [NH:1]1[C:9]2[C:4](=[CH:5][CH:6]=[CH:7][CH:8]=2)[CH2:3][C:2]1=[O:10].[Cl:11][C:12]1[CH:19]=[CH:18][C:15]([CH:16]=O)=[CH:14][CH:13]=1.N1CCCC1. No catalyst specified. The product is [Cl:11][C:12]1[CH:19]=[CH:18][C:15](/[CH:16]=[C:3]2\[C:2](=[O:10])[NH:1][C:9]3[C:4]\2=[CH:5][CH:6]=[CH:7][CH:8]=3)=[CH:14][CH:13]=1. The yield is 0.920. (3) The reactants are N[C:2]1[N:7]=[CH:6][N:5]=[C:4]([O:8][C:9]2[CH:14]=[CH:13][C:12]([NH:15][C:16]([NH:18][C:19](=[O:28])[CH2:20][C:21]3[CH:26]=[CH:25][C:24]([F:27])=[CH:23][CH:22]=3)=[S:17])=[CH:11][C:10]=2[F:29])[CH:3]=1.F[C:31]1C=CC(CC(N=C=S)=O)=CC=1. The catalyst is C(Cl)Cl. The product is [NH2:5][C:6]1[CH:31]=[C:4]([O:8][C:9]2[CH:14]=[CH:13][C:12]([NH:15][C:16]([NH:18][C:19](=[O:28])[CH2:20][C:21]3[CH:26]=[CH:25][C:24]([F:27])=[CH:23][CH:22]=3)=[S:17])=[CH:11][C:10]=2[F:29])[CH:3]=[CH:2][N:7]=1. The yield is 0.380. (4) The reactants are C(O)(C(F)(F)F)=O.[CH3:8][C:9]1[N:14]=[C:13]2[N:15]([CH:24]3[CH2:29][CH2:28][N:27](C(OC(C)(C)C)=O)[CH2:26][CH2:25]3)[C:16]([C:18]3[CH:23]=[CH:22][CH:21]=[CH:20][CH:19]=3)=[N:17][C:12]2=[CH:11][CH:10]=1.C([O-])(O)=O.[Na+]. The catalyst is C(Cl)Cl. The product is [CH3:8][C:9]1[N:14]=[C:13]2[N:15]([CH:24]3[CH2:29][CH2:28][NH:27][CH2:26][CH2:25]3)[C:16]([C:18]3[CH:23]=[CH:22][CH:21]=[CH:20][CH:19]=3)=[N:17][C:12]2=[CH:11][CH:10]=1. The yield is 0.960. (5) The reactants are [NH2:1][C:2]1[C:7]([F:8])=[C:6](Cl)[N:5]=[C:4]([C:10]([O:12][CH3:13])=[O:11])[C:3]=1[Cl:14].[O:15]1[C:19]2[CH:20]=[CH:21][CH:22]=[C:23](B3OC(C)(C)C(C)(C)O3)[C:18]=2[O:17][CH2:16]1.[F-].[K+]. The catalyst is C(#N)C.O.C1C=CC(P(C2C=CC=CC=2)C2C=CC=CC=2)=CC=1.C1C=CC(P(C2C=CC=CC=2)C2C=CC=CC=2)=CC=1.Cl[Pd]Cl. The product is [NH2:1][C:2]1[C:7]([F:8])=[C:6]([C:23]2[C:18]3[O:17][CH2:16][O:15][C:19]=3[CH:20]=[CH:21][CH:22]=2)[N:5]=[C:4]([C:10]([O:12][CH3:13])=[O:11])[C:3]=1[Cl:14]. The yield is 0.687. (6) The reactants are [F:1][C:2]1[CH:10]=[CH:9][CH:8]=[C:7]2[C:3]=1[C:4]([CH2:12][NH:13][CH3:14])=[CH:5][N:6]2[CH3:11].CNCC1C2C=CC=CC=2N2CCCC=12.[NH2:30][C:31]1[N:36]=[CH:35][C:34](/[CH:37]=[CH:38]/[C:39]([OH:41])=O)=[CH:33][CH:32]=1.Cl.O=C1NC2N=CC(/C=C/C(O)=O)=CC=2CC1. No catalyst specified. The product is [NH2:30][C:31]1[N:36]=[CH:35][C:34](/[CH:37]=[CH:38]/[C:39]([N:13]([CH2:12][C:4]2[C:3]3[C:7](=[CH:8][CH:9]=[CH:10][C:2]=3[F:1])[N:6]([CH3:11])[CH:5]=2)[CH3:14])=[O:41])=[CH:33][CH:32]=1. The yield is 0.370. (7) The reactants are [Cl:1][C:2]1[CH:3]=[C:4]([C:9]2([C:25]([F:28])([F:27])[F:26])[O:13][N:12]=[C:11]([C:14]3[CH:15]=[C:16]4[C:21](=[CH:22][CH:23]=3)[N+:20]([O-])=[CH:19][CH:18]=[CH:17]4)[CH2:10]2)[CH:5]=[C:6]([Cl:8])[CH:7]=1.C(OCC)(=O)C.O.P(Cl)(Cl)([Cl:38])=O. No catalyst specified. The product is [Cl:38][C:17]1[C:16]2[C:21](=[CH:22][CH:23]=[C:14]([C:11]3[CH2:10][C:9]([C:4]4[CH:5]=[C:6]([Cl:8])[CH:7]=[C:2]([Cl:1])[CH:3]=4)([C:25]([F:27])([F:26])[F:28])[O:13][N:12]=3)[CH:15]=2)[N:20]=[CH:19][CH:18]=1. The yield is 0.220.